This data is from Full USPTO retrosynthesis dataset with 1.9M reactions from patents (1976-2016). The task is: Predict the reactants needed to synthesize the given product. (1) Given the product [F:74][C:71]1[CH:70]=[CH:69][C:68]([CH:67]([C:75]2[CH:80]=[CH:79][C:78]([F:81])=[CH:77][CH:76]=2)[N:23]2[CH2:24][CH2:25][CH:20]([CH2:19][O:18][C:5]3[C:4]([CH:1]4[CH2:2][CH2:3]4)=[CH:16][C:8]([C:9]([O:11][C:12]([CH3:13])([CH3:15])[CH3:14])=[O:10])=[C:7]([F:17])[CH:6]=3)[CH2:21][CH2:22]2)=[CH:73][CH:72]=1, predict the reactants needed to synthesize it. The reactants are: [CH:1]1([C:4]2[C:5]([O:18][CH2:19][C:20]3(F)[CH2:25][CH2:24][NH:23][CH2:22][CH2:21]3)=[CH:6][C:7]([F:17])=[C:8]([CH:16]=2)[C:9]([O:11][C:12]([CH3:15])([CH3:14])[CH3:13])=[O:10])[CH2:3][CH2:2]1.C1(C2C(OCC3CCNCC3)=CC(F)=C(C=2)C(OC(C)(C)C)=O)CC1.ClC1C=C(C(F)(F)F)C=C(CCl)C=1F.Br[CH:67]([C:75]1[CH:80]=[CH:79][C:78]([F:81])=[CH:77][CH:76]=1)[C:68]1[CH:73]=[CH:72][C:71]([F:74])=[CH:70][CH:69]=1. (2) Given the product [CH3:15][NH:7][CH2:6][CH2:5][C:4]1[CH:3]=[C:2]([CH:18]=[CH:17][CH:16]=1)[O:1][CH2:20][C:21]([O:23][CH3:24])=[O:22], predict the reactants needed to synthesize it. The reactants are: [OH:1][C:2]1[CH:3]=[C:4]([CH:16]=[CH:17][CH:18]=1)[CH2:5][CH2:6][N:7]([CH3:15])C(=O)OC(C)(C)C.Br[CH2:20][C:21]([O:23][CH3:24])=[O:22]. (3) Given the product [CH2:17]([O:19][C:20](=[O:23])[CH2:21][N:6]1[CH2:7][C@H:3]([OH:2])[C@@H:4]([NH:8][C:9]([C:11]2[S:12][C:13]([Cl:16])=[CH:14][CH:15]=2)=[O:10])[CH2:5]1)[CH3:18], predict the reactants needed to synthesize it. The reactants are: Cl.[OH:2][C@H:3]1[CH2:7][NH:6][CH2:5][C@@H:4]1[NH:8][C:9]([C:11]1[S:12][C:13]([Cl:16])=[CH:14][CH:15]=1)=[O:10].[CH2:17]([O:19][C:20](=[O:23])[CH2:21]Br)[CH3:18]. (4) Given the product [CH2:13]([O:12][C:10](=[O:11])[CH2:9][N:3]1[CH:7]=[CH:6][N:5]=[CH:4]1)[CH3:14], predict the reactants needed to synthesize it. The reactants are: [H-].[Na+].[NH:3]1[CH:7]=[CH:6][N:5]=[CH:4]1.Br[CH2:9][C:10]([O:12][CH2:13][CH3:14])=[O:11]. (5) Given the product [CH3:11][N:12]([CH3:26])[C:13]1([C:20]2[CH:25]=[CH:24][CH:23]=[CH:22][CH:21]=2)[CH2:18][CH2:17][C:16]([C:1]2[O:35][C:5]3[CH:10]=[CH:9][CH:8]=[CH:7][C:6]=3[C:2]=2[CH3:3])([C:3]2[O:4][C:5]3[CH:10]=[CH:9][CH:8]=[CH:7][C:6]=3[C:2]=2[CH3:1])[CH2:15][CH2:14]1, predict the reactants needed to synthesize it. The reactants are: [CH3:1][C:2]1[C:6]2[CH:7]=[CH:8][CH:9]=[CH:10][C:5]=2[O:4][CH:3]=1.[CH3:11][N:12]([CH3:26])[C:13]1([C:20]2[CH:25]=[CH:24][CH:23]=[CH:22][CH:21]=2)[CH2:18][CH2:17][C:16](=O)[CH2:15][CH2:14]1.FC(F)(F)S(O)(=O)=O.[OH-:35].[Na+].